Dataset: NCI-60 drug combinations with 297,098 pairs across 59 cell lines. Task: Regression. Given two drug SMILES strings and cell line genomic features, predict the synergy score measuring deviation from expected non-interaction effect. Synergy scores: CSS=-3.54, Synergy_ZIP=-0.100, Synergy_Bliss=-3.86, Synergy_Loewe=-4.96, Synergy_HSA=-5.12. Drug 1: CC1=C(C=C(C=C1)NC(=O)C2=CC=C(C=C2)CN3CCN(CC3)C)NC4=NC=CC(=N4)C5=CN=CC=C5. Cell line: SNB-19. Drug 2: CNC(=O)C1=NC=CC(=C1)OC2=CC=C(C=C2)NC(=O)NC3=CC(=C(C=C3)Cl)C(F)(F)F.